From a dataset of Full USPTO retrosynthesis dataset with 1.9M reactions from patents (1976-2016). Predict the reactants needed to synthesize the given product. (1) The reactants are: [OH:1][C:2]1[C:3]([CH2:27][OH:28])=[C:4]([CH2:9][NH:10][C:11]([C:13]2[CH:18]=[CH:17][C:16]([C:19]3[CH:24]=[CH:23][C:22]([C:25]#[N:26])=[CH:21][CH:20]=3)=[CH:15][CH:14]=2)=[O:12])[CH:5]=[N:6][C:7]=1[CH3:8].[C:29](=O)([O-])[O-].[Cs+].[Cs+].CI. Given the product [OH:28][CH2:27][C:3]1[C:2]([O:1][CH3:29])=[C:7]([CH3:8])[N:6]=[CH:5][C:4]=1[CH2:9][NH:10][C:11]([C:13]1[CH:14]=[CH:15][C:16]([C:19]2[CH:20]=[CH:21][C:22]([C:25]#[N:26])=[CH:23][CH:24]=2)=[CH:17][CH:18]=1)=[O:12], predict the reactants needed to synthesize it. (2) Given the product [F:39][C:36]1[CH:37]=[CH:38][C:33]([N:30]2[C:8]3[CH:9]=[C:10]4[C@:5]([C:3]([OH:4])=[O:2])([CH2:6][C:7]=3[CH:32]=[N:31]2)[CH2:14][N:13]([S:15]([C:18]2[CH:19]=[N:20][C:21]([N:24]3[CH2:29][CH2:28][O:27][CH2:26][CH2:25]3)=[CH:22][CH:23]=2)(=[O:16])=[O:17])[CH2:12][CH2:11]4)=[CH:34][CH:35]=1, predict the reactants needed to synthesize it. The reactants are: C[O:2][C:3]([C@@:5]12[CH2:14][N:13]([S:15]([C:18]3[CH:19]=[N:20][C:21]([N:24]4[CH2:29][CH2:28][O:27][CH2:26][CH2:25]4)=[CH:22][CH:23]=3)(=[O:17])=[O:16])[CH2:12][CH2:11][C:10]1=[CH:9][C:8]1[N:30]([C:33]3[CH:38]=[CH:37][C:36]([F:39])=[CH:35][CH:34]=3)[N:31]=[CH:32][C:7]=1[CH2:6]2)=[O:4].O.[OH-].[Li+]. (3) Given the product [CH2:1]([C:3]1[N:13]([CH2:14][C:15]2[CH:16]=[CH:17][C:18]3[NH:24][C:23]4[CH:25]=[CH:26][C:27]([CH2:29][NH:44][CH2:43][CH2:42][N:37]5[CH2:41][CH2:40][CH2:39][CH2:38]5)=[CH:28][C:22]=4[CH2:21][CH2:20][C:19]=3[CH:31]=2)[C:6]2=[N:7][C:8]([CH3:12])=[CH:9][C:10]([CH3:11])=[C:5]2[N:4]=1)[CH3:2], predict the reactants needed to synthesize it. The reactants are: [CH2:1]([C:3]1[N:13]([CH2:14][C:15]2[CH:16]=[CH:17][C:18]3[NH:24][C:23]4[CH:25]=[CH:26][C:27]([CH:29]=O)=[CH:28][C:22]=4[CH2:21][CH2:20][C:19]=3[CH:31]=2)[C:6]2=[N:7][C:8]([CH3:12])=[CH:9][C:10]([CH3:11])=[C:5]2[N:4]=1)[CH3:2].O1CCCC1.[N:37]1([CH2:42][CH2:43][NH2:44])[CH2:41][CH2:40][CH2:39][CH2:38]1.C(O[BH-](OC(=O)C)OC(=O)C)(=O)C.[Na+]. (4) Given the product [C:2]([C:7]1[O:11][C:10]([CH2:12][N:13]2[CH:17]=[C:16]([NH:18][C:29](=[O:30])/[CH:28]=[CH:27]/[C:23]3[CH:24]=[CH:25][CH:26]=[C:21]([O:20][CH3:19])[CH:22]=3)[CH:15]=[N:14]2)=[CH:9][CH:8]=1)(=[O:6])[CH3:1], predict the reactants needed to synthesize it. The reactants are: [CH3:1][C:2]1([C:7]2[O:11][C:10]([CH2:12][N:13]3[CH:17]=[C:16]([NH2:18])[CH:15]=[N:14]3)=[CH:9][CH:8]=2)[O:6]CCO1.[CH3:19][O:20][C:21]1[CH:22]=[C:23](/[CH:27]=[CH:28]/[C:29](O)=[O:30])[CH:24]=[CH:25][CH:26]=1. (5) Given the product [S:27]1[C:23]([C:21]([Cl:50])=[O:22])=[CH:24][C:25]2[CH:31]=[CH:30][CH:29]=[CH:28][C:26]1=2, predict the reactants needed to synthesize it. The reactants are: ClC1C=CC(N(CC)C([C@@H]2C3C(=CC=CC=3)N([C:21]([C:23]3[S:27][C:26]4[CH:28]=[CH:29][CH:30]=[CH:31][C:25]=4[CH:24]=3)=[O:22])[C@@H](C)C2)=O)=CC=1.C1C=C2C=C(C(O)=O)SC2=CC=1.C(Cl)(=O)C([Cl:50])=O.CN(C)C=O. (6) Given the product [NH:7]1[C:8]2[C:13](=[CH:12][CH:11]=[CH:10][CH:9]=2)[CH:14]=[CH:6]1, predict the reactants needed to synthesize it. The reactants are: C([C:6]1[NH:7][C:8]2[C:13]([CH:14]=1)=[CH:12][CH:11]=[CH:10][CH:9]=2)(=O)/C=C\C([C:6]1[NH:7][C:8]2[C:13]([CH:14]=1)=[CH:12][CH:11]=[CH:10][CH:9]=2)=O. (7) Given the product [CH2:34]([O:33][C:31](=[O:32])[CH2:30][NH:1][C:2]1[CH:22]=[C:21]([C:23]2[N:27]=[C:26]([CH3:28])[O:25][N:24]=2)[CH:20]=[CH:19][C:3]=1[CH2:4][NH:5][C:6](=[O:18])[C:7]1[CH:12]=[C:11]([O:13][CH3:14])[C:10]([CH3:15])=[C:9]([O:16][CH3:17])[CH:8]=1)[C:35]1[CH:40]=[CH:39][CH:38]=[CH:37][CH:36]=1, predict the reactants needed to synthesize it. The reactants are: [NH2:1][C:2]1[CH:22]=[C:21]([C:23]2[N:27]=[C:26]([CH3:28])[O:25][N:24]=2)[CH:20]=[CH:19][C:3]=1[CH2:4][NH:5][C:6](=[O:18])[C:7]1[CH:12]=[C:11]([O:13][CH3:14])[C:10]([CH3:15])=[C:9]([O:16][CH3:17])[CH:8]=1.Br[CH2:30][C:31]([O:33][CH2:34][C:35]1[CH:40]=[CH:39][CH:38]=[CH:37][CH:36]=1)=[O:32].C(=O)([O-])[O-].[K+].[K+]. (8) Given the product [C:24]([N:7]1[C:6]([NH:5][C:3](=[O:4])[CH:2]([NH:1][C:34](=[O:35])[CH:33]([C:32]2[CH:38]=[C:39]([F:41])[CH:40]=[C:30]([F:29])[CH:31]=2)[OH:37])[CH3:28])=[CH:10][C:9]([C:11]2([C:18]3[CH:19]=[CH:20][CH:21]=[CH:22][CH:23]=3)[CH2:12][CH2:13][N:14]([CH3:17])[CH2:15][CH2:16]2)=[N:8]1)([CH3:27])([CH3:26])[CH3:25], predict the reactants needed to synthesize it. The reactants are: [NH2:1][CH:2]([CH3:28])[C:3]([NH:5][C:6]1[N:7]([C:24]([CH3:27])([CH3:26])[CH3:25])[N:8]=[C:9]([C:11]2([C:18]3[CH:23]=[CH:22][CH:21]=[CH:20][CH:19]=3)[CH2:16][CH2:15][N:14]([CH3:17])[CH2:13][CH2:12]2)[CH:10]=1)=[O:4].[F:29][C:30]1[CH:31]=[C:32]([CH:38]=[C:39]([F:41])[CH:40]=1)[C@H:33]([OH:37])[C:34](O)=[O:35].C1C=CC2N(O)N=NC=2C=1.CN1CCOCC1.CCN=C=NCCCN(C)C.Cl. (9) Given the product [F:6][C:7]([P:13]([Cl:3])([C:15]([F:21])([F:20])[C:16]([F:19])([F:18])[F:17])=[O:14])([F:12])[C:8]([F:11])([F:10])[F:9], predict the reactants needed to synthesize it. The reactants are: C[Si](C)(C)[Cl:3].[F:6][C:7]([P:13](O[P:13]([C:15]([F:20])([F:21])[C:16]([F:18])([F:19])[F:17])([C:7]([F:6])([F:12])[C:8]([F:11])([F:10])[F:9])=[O:14])([C:15]([F:21])([F:20])[C:16]([F:19])([F:18])[F:17])=[O:14])([F:12])[C:8]([F:11])([F:10])[F:9]. (10) Given the product [Br:1][C:2]1[CH:7]=[CH:6][C:5]([CH:8]([OH:12])[C:9]([NH:19][C:16]2[CH:17]=[CH:18][C:13]([NH:20][C:9](=[O:10])[CH:8]([C:5]3[CH:6]=[CH:7][C:2]([Br:1])=[CH:3][CH:4]=3)[OH:12])=[CH:14][CH:15]=2)=[O:21])=[CH:4][CH:3]=1, predict the reactants needed to synthesize it. The reactants are: [Br:1][C:2]1[CH:7]=[CH:6][C:5]([CH:8]([OH:12])[C:9](O)=[O:10])=[CH:4][CH:3]=1.[C:13]1([NH2:20])[CH:18]=[CH:17][C:16]([NH2:19])=[CH:15][CH:14]=1.[OH2:21].